This data is from Reaction yield outcomes from USPTO patents with 853,638 reactions. The task is: Predict the reaction yield, written as a fraction of the theoretical maximum amount of product (1.0 means a 100% yield; for example, 0.34 means a 34% yield). The reactants are [N:1]1[CH:6]=[C:5]([CH2:7][C:8]2[C:9](=[O:15])[NH:10][C:11](=[S:14])[NH:12][CH:13]=2)[CH:4]=[N:3][CH:2]=1.[CH3:16]CN(C(C)C)C(C)C.Cl[CH2:26][C:27]1[CH:28]=[CH:29][C:30]([O:35][C:36]2[CH:41]=[CH:40][C:39]([Cl:42])=[C:38]([C:43]([F:46])([F:45])[F:44])[CH:37]=2)=[C:31]([CH:34]=1)[C:32]#[N:33].CI. The catalyst is C(Cl)Cl.[Zn+2].[Br-].[Br-].CN1C(=O)CCC1. The product is [Cl:42][C:39]1[CH:40]=[CH:41][C:36]([O:35][C:30]2[CH:29]=[CH:28][C:27]([CH2:26][S:14][C:11]3[N:12]([CH3:16])[CH:13]=[C:8]([CH2:7][C:5]4[CH:6]=[N:1][CH:2]=[N:3][CH:4]=4)[C:9](=[O:15])[N:10]=3)=[CH:34][C:31]=2[C:32]#[N:33])=[CH:37][C:38]=1[C:43]([F:46])([F:45])[F:44]. The yield is 0.115.